Dataset: Forward reaction prediction with 1.9M reactions from USPTO patents (1976-2016). Task: Predict the product of the given reaction. (1) Given the reactants [CH2:1]([O:3][C:4]([N:6]1[C:15]2[C:10](=[CH:11][C:12]([C:16]([F:19])([F:18])[F:17])=[CH:13][CH:14]=2)[C:9](=[N:20][NH2:21])[CH2:8][C@H:7]1[CH2:22][CH3:23])=[O:5])[CH3:2], predict the reaction product. The product is: [CH2:1]([O:3][C:4]([N:6]1[C:15]2[C:10](=[CH:11][C:12]([C:16]([F:17])([F:18])[F:19])=[CH:13][CH:14]=2)[C:9](=[N+:20]=[N-:21])[CH2:8][C@H:7]1[CH2:22][CH3:23])=[O:5])[CH3:2]. (2) Given the reactants [NH2:1][C:2]1[CH:10]=[CH:9][C:5]([C:6]([OH:8])=O)=[CH:4][C:3]=1[N+:11]([O-:13])=[O:12].[NH2:14][C:15]1[S:16][C:17]([CH3:21])=[C:18]([CH3:20])[N:19]=1.CN(C(ON1N=NC2C=CC=CC1=2)=[N+](C)C)C.[B-](F)(F)(F)F, predict the reaction product. The product is: [CH3:20][C:18]1[N:19]=[C:15]([NH:14][C:6](=[O:8])[C:5]2[CH:9]=[CH:10][C:2]([NH2:1])=[C:3]([N+:11]([O-:13])=[O:12])[CH:4]=2)[S:16][C:17]=1[CH3:21].